From a dataset of Reaction yield outcomes from USPTO patents with 853,638 reactions. Predict the reaction yield, written as a fraction of the theoretical maximum amount of product (1.0 means a 100% yield; for example, 0.34 means a 34% yield). (1) The reactants are [Mg].[CH2:2]([O:9][C:10]1[CH:15]=[CH:14][C:13](Br)=[CH:12][CH:11]=1)[C:3]1[CH:8]=[CH:7][CH:6]=[CH:5][CH:4]=1.[O:17]1[CH2:22][CH2:21][C:20](=[O:23])[CH2:19][CH2:18]1. The catalyst is C1COCC1. The product is [CH2:2]([O:9][C:10]1[CH:15]=[CH:14][C:13]([C:20]2([OH:23])[CH2:21][CH2:22][O:17][CH2:18][CH2:19]2)=[CH:12][CH:11]=1)[C:3]1[CH:8]=[CH:7][CH:6]=[CH:5][CH:4]=1. The yield is 0.550. (2) The reactants are [CH3:1][C:2]1[O:6][C:5]([CH2:7][CH2:8][C@@:9]2([C:33]3[CH:38]=[CH:37][CH:36]=[CH:35][CH:34]=3)[O:14][C:13](=[O:15])[N:12]([C@H:16]([C:18]3[CH:23]=[CH:22][C:21](B4OC(C)(C)C(C)(C)O4)=[CH:20][CH:19]=3)[CH3:17])[CH2:11][CH2:10]2)=[N:4][N:3]=1.I[C:40]1[CH:45]=[CH:44][N:43]([CH3:46])[C:42](=[O:47])[CH:41]=1.C([O-])([O-])=O.[Cs+].[Cs+]. The catalyst is O1CCOCC1. The product is [CH3:1][C:2]1[O:6][C:5]([CH2:7][CH2:8][C@@:9]2([C:33]3[CH:38]=[CH:37][CH:36]=[CH:35][CH:34]=3)[O:14][C:13](=[O:15])[N:12]([C@H:16]([C:18]3[CH:19]=[CH:20][C:21]([C:40]4[CH:45]=[CH:44][N:43]([CH3:46])[C:42](=[O:47])[CH:41]=4)=[CH:22][CH:23]=3)[CH3:17])[CH2:11][CH2:10]2)=[N:4][N:3]=1. The yield is 0.418. (3) The reactants are C([Li])CCC.S1CCCSC1[Si](C)(C)C.[CH3:16][O:17][C:18]1[CH:19]=[C:20]([C:24]2[N:31]=[CH:30][CH:29]=[CH:28][C:25]=2[CH:26]=O)[CH:21]=[CH:22][CH:23]=1.[OH2:32].C1[CH2:37][O:36][CH2:35]C1. The catalyst is [Hg](Cl)Cl. The product is [CH3:16][O:17][C:18]1[CH:19]=[C:20]([C:24]2[C:25]([CH2:26][C:35]([O:36][CH3:37])=[O:32])=[CH:28][CH:29]=[CH:30][N:31]=2)[CH:21]=[CH:22][CH:23]=1. The yield is 0.610. (4) The reactants are [NH2:1][C:2]1[N:6]([C:7]2[CH:8]=[C:9]([OH:14])[CH:10]=[C:11]([Cl:13])[CH:12]=2)[N:5]=[C:4]([C:15]([CH3:18])([CH3:17])[CH3:16])[CH:3]=1.N1C=CN=C1.[C:24]([Si:28]([CH3:31])([CH3:30])Cl)([CH3:27])([CH3:26])[CH3:25]. The catalyst is CN(C=O)C.O. The product is [C:15]([C:4]1[CH:3]=[C:2]([NH2:1])[N:6]([C:7]2[CH:12]=[C:11]([Cl:13])[CH:10]=[C:9]([O:14][Si:28]([C:24]([CH3:27])([CH3:26])[CH3:25])([CH3:31])[CH3:30])[CH:8]=2)[N:5]=1)([CH3:18])([CH3:17])[CH3:16]. The yield is 0.940. (5) The product is [NH2:33][C:32]1[S:31][C:7]2[C:2]([N:1]=1)=[CH:3][CH:4]=[C:5]([O:8][C:9]1[CH:10]=[CH:11][C:12]([F:30])=[C:13]([NH:15][C:16](=[O:29])[C:17]3[CH:22]=[CH:21][CH:20]=[C:19]([C:23]4([C:26]#[N:27])[CH2:24][CH2:25]4)[C:18]=3[Cl:28])[CH:14]=1)[N:6]=2. The reactants are [NH2:1][C:2]1[CH:3]=[CH:4][C:5]([O:8][C:9]2[CH:10]=[CH:11][C:12]([F:30])=[C:13]([NH:15][C:16](=[O:29])[C:17]3[CH:22]=[CH:21][CH:20]=[C:19]([C:23]4([C:26]#[N:27])[CH2:25][CH2:24]4)[C:18]=3[Cl:28])[CH:14]=2)=[N:6][CH:7]=1.[S-:31][C:32]#[N:33].[K+].BrBr. The catalyst is C(O)(=O)C. The yield is 0.690. (6) The reactants are [Br:1][C:2]1[CH:3]=[C:4]([CH3:18])[C:5]2[N:6]([CH:8]=[C:9]([C:11]3[CH:16]=[CH:15][C:14]([F:17])=[CH:13][CH:12]=3)[N:10]=2)[CH:7]=1.P(Cl)(Cl)(Cl)=O.CN(C)[CH:26]=[O:27]. No catalyst specified. The product is [Br:1][C:2]1[CH:3]=[C:4]([CH3:18])[C:5]2[N:6]([C:8]([CH:26]=[O:27])=[C:9]([C:11]3[CH:16]=[CH:15][C:14]([F:17])=[CH:13][CH:12]=3)[N:10]=2)[CH:7]=1. The yield is 0.850. (7) The reactants are [OH-].[Na+].[F:3][C:4]1[CH:5]=[C:6]([N:11]([CH3:35])[CH:12]([C:14]2[CH:15]=[C:16]([C:31]([O:33]C)=[O:32])[CH:17]=[C:18]3[C:23]=2[O:22][C:21]([N:24]2[CH2:29][CH2:28][O:27][CH2:26][CH2:25]2)=[CH:20][C:19]3=[O:30])[CH3:13])[CH:7]=[C:8]([F:10])[CH:9]=1.CO.Cl. The catalyst is C1COCC1.O. The product is [F:3][C:4]1[CH:5]=[C:6]([N:11]([CH3:35])[CH:12]([C:14]2[CH:15]=[C:16]([C:31]([OH:33])=[O:32])[CH:17]=[C:18]3[C:23]=2[O:22][C:21]([N:24]2[CH2:29][CH2:28][O:27][CH2:26][CH2:25]2)=[CH:20][C:19]3=[O:30])[CH3:13])[CH:7]=[C:8]([F:10])[CH:9]=1. The yield is 0.860. (8) The reactants are C1(P(C2C=CC=CC=2)C2C=CC=CC=2)C=CC=CC=1.[C:20]1(=[O:30])[NH:24][C:23](=[O:25])[C:22]2=[CH:26][CH:27]=[CH:28][CH:29]=[C:21]12.N([C:33]([O:35][CH2:36][CH3:37])=O)=N[C:33]([O:35][CH2:36][CH3:37])=O.C1O[C@H]1CO. The product is [O:35]1[CH2:33][C@@H:36]1[CH2:37][N:24]1[C:20](=[O:30])[C:21]2=[CH:29][CH:28]=[CH:27][CH:26]=[C:22]2[C:23]1=[O:25]. The catalyst is C1COCC1. The yield is 0.300. (9) The reactants are [CH3:1][C:2]1[N:12]=[C:11]([C:13]([F:16])([F:15])[F:14])[CH:10]=[CH:9][C:3]=1[C:4]([O:6]CC)=O.CO[CH:19](OC)[N:20](C)C. The catalyst is CN(C)C=O. The product is [F:16][C:13]([F:14])([F:15])[C:11]1[CH:10]=[CH:9][C:3]2[C:4](=[O:6])[NH:20][CH:19]=[CH:1][C:2]=2[N:12]=1. The yield is 0.540.